From a dataset of NCI-60 drug combinations with 297,098 pairs across 59 cell lines. Regression. Given two drug SMILES strings and cell line genomic features, predict the synergy score measuring deviation from expected non-interaction effect. (1) Drug 1: CCC1=C2CN3C(=CC4=C(C3=O)COC(=O)C4(CC)O)C2=NC5=C1C=C(C=C5)O. Drug 2: COCCOC1=C(C=C2C(=C1)C(=NC=N2)NC3=CC=CC(=C3)C#C)OCCOC.Cl. Cell line: HT29. Synergy scores: CSS=16.3, Synergy_ZIP=-0.973, Synergy_Bliss=2.64, Synergy_Loewe=-11.2, Synergy_HSA=0.854. (2) Drug 1: C1=C(C(=O)NC(=O)N1)F. Drug 2: C1=CC(=CC=C1C#N)C(C2=CC=C(C=C2)C#N)N3C=NC=N3. Cell line: HCT-15. Synergy scores: CSS=30.6, Synergy_ZIP=-2.08, Synergy_Bliss=-7.62, Synergy_Loewe=-11.4, Synergy_HSA=-7.96. (3) Drug 1: C1=CC(=CC=C1CCC2=CNC3=C2C(=O)NC(=N3)N)C(=O)NC(CCC(=O)O)C(=O)O. Drug 2: C1=CN(C(=O)N=C1N)C2C(C(C(O2)CO)O)O.Cl. Cell line: NCIH23. Synergy scores: CSS=44.4, Synergy_ZIP=7.63, Synergy_Bliss=6.73, Synergy_Loewe=-11.0, Synergy_HSA=7.62. (4) Drug 1: C1=C(C(=O)NC(=O)N1)F. Drug 2: CC12CCC3C(C1CCC2O)C(CC4=C3C=CC(=C4)O)CCCCCCCCCS(=O)CCCC(C(F)(F)F)(F)F. Cell line: ACHN. Synergy scores: CSS=35.4, Synergy_ZIP=3.26, Synergy_Bliss=1.01, Synergy_Loewe=2.79, Synergy_HSA=2.97.